Dataset: Reaction yield outcomes from USPTO patents with 853,638 reactions. Task: Predict the reaction yield, written as a fraction of the theoretical maximum amount of product (1.0 means a 100% yield; for example, 0.34 means a 34% yield). (1) The reactants are C[O:2][C:3]1[CH:8]=[CH:7][C:6]([NH:9][C:10](=[O:12])[CH3:11])=[CH:5][C:4]=1[C:13]1[N:14]([CH3:18])[N:15]=[CH:16][CH:17]=1.[Cl-].[Al+3].[Cl-].[Cl-].C(OCC)(=O)C. The catalyst is ClCCCl. The product is [OH:2][C:3]1[CH:8]=[CH:7][C:6]([NH:9][C:10](=[O:12])[CH3:11])=[CH:5][C:4]=1[C:13]1[N:14]([CH3:18])[N:15]=[CH:16][CH:17]=1. The yield is 0.700. (2) The reactants are [CH3:1][O:2][C:3](=[O:29])[CH:4]([CH2:24][CH:25]=[CH:26][CH2:27]Br)[CH2:5][C:6]([CH3:23])=[CH:7][CH2:8][C:9]1[C:10]([OH:22])=[C:11]2[C:15](=[C:16]([CH3:20])[C:17]=1[O:18][CH3:19])[CH2:14][O:13][C:12]2=[O:21].[CH2:30]([O:32][P:33]([O:37]CC)[O:34][CH2:35][CH3:36])[CH3:31]. The catalyst is C1(C)C=CC=CC=1. The product is [CH3:1][O:2][C:3](=[O:29])[CH:4]([CH2:24][CH:25]=[CH:26][CH2:27][P:33]([O:34][CH2:35][CH3:36])([O:32][CH2:30][CH3:31])=[O:37])[CH2:5][C:6]([CH3:23])=[CH:7][CH2:8][C:9]1[C:10]([OH:22])=[C:11]2[C:15](=[C:16]([CH3:20])[C:17]=1[O:18][CH3:19])[CH2:14][O:13][C:12]2=[O:21]. The yield is 0.430.